Dataset: Full USPTO retrosynthesis dataset with 1.9M reactions from patents (1976-2016). Task: Predict the reactants needed to synthesize the given product. (1) Given the product [CH3:20][N:21]1[CH2:26][CH2:25][CH:24]([NH:27][C:12]([C:8]2[C:7]([NH:6][C:4](=[O:5])[C:3]3[C:15]([Cl:19])=[CH:16][CH:17]=[CH:18][C:2]=3[Cl:1])=[CH:11][S:10][N:9]=2)=[O:14])[CH2:23][CH2:22]1, predict the reactants needed to synthesize it. The reactants are: [Cl:1][C:2]1[CH:18]=[CH:17][CH:16]=[C:15]([Cl:19])[C:3]=1[C:4]([NH:6][C:7]1[C:8]([C:12]([OH:14])=O)=[N:9][S:10][CH:11]=1)=[O:5].[CH3:20][N:21]1[CH2:26][CH2:25][CH:24]([NH2:27])[CH2:23][CH2:22]1.C(Cl)CCl.C1C=CC2N(O)N=NC=2C=1. (2) The reactants are: [C:1]1([C:7]([CH:9]2[CH2:14][CH2:13][CH2:12][N:11]([CH2:15][C@H:16]([OH:21])[C:17]([F:20])([F:19])[F:18])[CH2:10]2)=[O:8])[CH:6]=[CH:5][CH:4]=[CH:3][CH:2]=1.C(#N)C.[Cl:25][C:26]1[CH:31]=[CH:30][C:29]([N:32]=[C:33]=[O:34])=[CH:28][CH:27]=1.Cl. Given the product [ClH:25].[C:7]([CH:9]1[CH2:14][CH2:13][CH2:12][N:11]([CH2:15][C@H:16]([O:21][C:33](=[O:34])[NH:32][C:29]2[CH:30]=[CH:31][C:26]([Cl:25])=[CH:27][CH:28]=2)[C:17]([F:18])([F:19])[F:20])[CH2:10]1)(=[O:8])[C:1]1[CH:6]=[CH:5][CH:4]=[CH:3][CH:2]=1, predict the reactants needed to synthesize it. (3) Given the product [CH3:19][O:5][C:4](=[O:6])[C:3]1[CH:7]=[C:8]([F:13])[C:9]([F:12])=[C:10]([OH:11])[C:2]=1[F:1], predict the reactants needed to synthesize it. The reactants are: [F:1][C:2]1[C:10]([OH:11])=[C:9]([F:12])[C:8]([F:13])=[CH:7][C:3]=1[C:4]([OH:6])=[O:5].S(=O)(=O)(O)O.[CH3:19]O. (4) Given the product [Cl:20][C:14]1[C:13]([NH:12][C:10](=[O:11])[C:9]2[CH:21]=[CH:22][CH:23]=[N:24][C:8]=2[NH:4][CH:1]2[CH2:3][CH2:2]2)=[C:18]([CH3:19])[CH:17]=[CH:16][N:15]=1, predict the reactants needed to synthesize it. The reactants are: [CH:1]1([NH2:4])[CH2:3][CH2:2]1.[O-2].[Ca+2].Cl[C:8]1[N:24]=[CH:23][CH:22]=[CH:21][C:9]=1[C:10]([NH:12][C:13]1[C:14]([Cl:20])=[N:15][CH:16]=[CH:17][C:18]=1[CH3:19])=[O:11]. (5) Given the product [CH2:1]([O:5][C:6]([C:8]1[N:9]=[C:10]([C:28]#[N:29])[C:11]2[C:16]([C:17]=1[OH:18])=[CH:15][CH:14]=[C:13]([O:19][C:20]1[CH:25]=[CH:24][C:23]([F:26])=[CH:22][CH:21]=1)[CH:12]=2)=[O:7])[CH2:2][CH2:3][CH3:4], predict the reactants needed to synthesize it. The reactants are: [CH2:1]([O:5][C:6]([C:8]1[N:9]=[C:10](Br)[C:11]2[C:16]([C:17]=1[OH:18])=[CH:15][CH:14]=[C:13]([O:19][C:20]1[CH:25]=[CH:24][C:23]([F:26])=[CH:22][CH:21]=1)[CH:12]=2)=[O:7])[CH2:2][CH2:3][CH3:4].[C:28]([Cu])#[N:29].